This data is from Full USPTO retrosynthesis dataset with 1.9M reactions from patents (1976-2016). The task is: Predict the reactants needed to synthesize the given product. (1) Given the product [C:99]1([P:126]([C:23]2[CH:24]=[CH:25][CH:26]=[CH:27][CH:28]=2)[C:67]2[CH:68]=[CH:69][CH:70]=[CH:71][CH:72]=2)[CH:98]=[CH:97][CH:96]=[CH:95][CH:94]=1, predict the reactants needed to synthesize it. The reactants are: C(OC(=O)CC[C:23]1[CH:28]=[C:27](C(C)(C)C)[C:26](O)=[C:25](C(C)(C)C)[CH:24]=1)CCCCCCCCCCCCCCCCC.CC([C:67]1[CH:72]=[CH:71][C:70](OP(O[C:67]2[CH:72]=[CH:71][C:70](C(C)(C)C)=[CH:69][C:68]=2C(C)(C)C)O[C:67]2[CH:72]=[CH:71][C:70](C(C)(C)C)=[CH:69][C:68]=2C(C)(C)C)=[C:69](C(C)(C)C)[CH:68]=1)(C)C.S(C=C)C=C.C([C:94]1[CH:95]=[C:96](CCC([O-])=O)[CH:97]=[C:98](C(C)(C)C)[C:99]=1O)(C)(C)C.CC(C1C=CC(O[P:126]2OCC3(COP(OC4C=CC(C(C5C=CC=CC=5)(C)C)=CC=4C(C4C=CC=CC=4)(C)C)OC3)CO2)=C(C(C2C=CC=CC=2)(C)C)C=1)(C1C=CC=CC=1)C. (2) Given the product [Cl:25][C:26]1[C:27]([C:28]([NH:1][C:2]2[CH:7]=[CH:6][C:5]([N:8]3[C:14](=[O:15])[CH2:13][C:12](=[O:16])[NH:11][C:10]4[C:17]5[C:22]([CH:23]=[CH:24][C:9]3=4)=[CH:21][CH:20]=[CH:19][CH:18]=5)=[CH:4][CH:3]=2)=[O:29])=[C:31]([O:35][CH3:36])[CH:32]=[CH:33][CH:34]=1, predict the reactants needed to synthesize it. The reactants are: [NH2:1][C:2]1[CH:7]=[CH:6][C:5]([N:8]2[C:14](=[O:15])[CH2:13][C:12](=[O:16])[NH:11][C:10]3[C:17]4[C:22]([CH:23]=[CH:24][C:9]2=3)=[CH:21][CH:20]=[CH:19][CH:18]=4)=[CH:4][CH:3]=1.[Cl:25][C:26]1[CH:34]=[CH:33][CH:32]=[C:31]([O:35][CH3:36])[C:27]=1[C:28](Cl)=[O:29].O=C1CC(=O)N(C2C=CC(C(O)=O)=CC=2)C2C=CC3C(C=2N1)=CC=CC=3. (3) Given the product [C:1]([NH:24][C@@H:25]([CH2:29][CH2:30][CH2:31][CH2:32][NH:33][C:34](=[O:56])[CH2:35][CH2:36]/[CH:37]=[CH:38]\[CH2:39]/[CH:40]=[CH:41]\[CH2:42]/[CH:43]=[CH:44]\[CH2:45]/[CH:46]=[CH:47]\[CH2:48]/[CH:49]=[CH:50]\[CH2:51]/[CH:52]=[CH:53]\[CH2:54][CH3:55])[C:26]([NH:57][C:58]1[S:59][C:60]2[CH2:66][C@H:65]([N:67]([CH2:75][CH2:76][CH3:77])[C:68](=[O:74])[O:69][C:70]([CH3:71])([CH3:72])[CH3:73])[CH2:64][CH2:63][C:61]=2[N:62]=1)=[O:28])(=[O:23])[CH2:2][CH2:3]/[CH:4]=[CH:5]\[CH2:6]/[CH:7]=[CH:8]\[CH2:9]/[CH:10]=[CH:11]\[CH2:12]/[CH:13]=[CH:14]\[CH2:15]/[CH:16]=[CH:17]\[CH2:18]/[CH:19]=[CH:20]\[CH2:21][CH3:22], predict the reactants needed to synthesize it. The reactants are: [C:1]([NH:24][C@@H:25]([CH2:29][CH2:30][CH2:31][CH2:32][NH:33][C:34](=[O:56])[CH2:35][CH2:36]/[CH:37]=[CH:38]\[CH2:39]/[CH:40]=[CH:41]\[CH2:42]/[CH:43]=[CH:44]\[CH2:45]/[CH:46]=[CH:47]\[CH2:48]/[CH:49]=[CH:50]\[CH2:51]/[CH:52]=[CH:53]\[CH2:54][CH3:55])[C:26]([OH:28])=O)(=[O:23])[CH2:2][CH2:3]/[CH:4]=[CH:5]\[CH2:6]/[CH:7]=[CH:8]\[CH2:9]/[CH:10]=[CH:11]\[CH2:12]/[CH:13]=[CH:14]\[CH2:15]/[CH:16]=[CH:17]\[CH2:18]/[CH:19]=[CH:20]\[CH2:21][CH3:22].[NH2:57][C:58]1[S:59][C:60]2[CH2:66][C@H:65]([N:67]([CH2:75][CH2:76][CH3:77])[C:68](=[O:74])[O:69][C:70]([CH3:73])([CH3:72])[CH3:71])[CH2:64][CH2:63][C:61]=2[N:62]=1.CN(C(ON1N=NC2C=CC=NC1=2)=[N+](C)C)C.F[P-](F)(F)(F)(F)F.CCN(C(C)C)C(C)C. (4) Given the product [CH3:25][C:26]1([CH3:33])[C:30]([CH3:32])([CH3:31])[O:29][B:28]([C:3]2[C:4]3[CH:9]=[CH:8][CH:7]=[CH:6][C:5]=3[O:1][CH:2]=2)[O:27]1, predict the reactants needed to synthesize it. The reactants are: [O:1]1[C:5]2[CH:6]=[CH:7][CH:8]=[CH:9][C:4]=2[C:3](OS(C(F)(F)F)(=O)=O)=[CH:2]1.C(N(CC)CC)C.[CH3:25][C:26]1([CH3:33])[C:30]([CH3:32])([CH3:31])[O:29][BH:28][O:27]1.C(Cl)Cl. (5) Given the product [NH2:2][CH2:1][C@@H:3]1[CH2:7][CH2:6][N:5]([C:8]([O:10][C:11]([CH3:14])([CH3:13])[CH3:12])=[O:9])[CH2:4]1, predict the reactants needed to synthesize it. The reactants are: [C:1]([C@@H:3]1[CH2:7][CH2:6][N:5]([C:8]([O:10][C:11]([CH3:14])([CH3:13])[CH3:12])=[O:9])[CH2:4]1)#[N:2].CCN(CC)CC.[H][H]. (6) Given the product [CH2:9]([N:1]1[CH2:6][CH2:5][CH2:4][CH:3]([CH2:7][OH:8])[CH2:2]1)[CH2:10][CH3:11], predict the reactants needed to synthesize it. The reactants are: [NH:1]1[CH2:6][CH2:5][CH2:4][CH:3]([CH2:7][OH:8])[CH2:2]1.[CH:9](=O)[CH2:10][CH3:11].C(O[BH-](OC(=O)C)OC(=O)C)(=O)C.[Na+].C(=O)([O-])O.[Na+].C(=O)([O-])[O-].[K+].[K+].